From a dataset of Retrosynthesis with 50K atom-mapped reactions and 10 reaction types from USPTO. Predict the reactants needed to synthesize the given product. (1) Given the product CCOC(=O)c1c(NS(=O)(=O)c2ccccc2)sc(Br)c1C, predict the reactants needed to synthesize it. The reactants are: CCOC(=O)c1c(N)sc(Br)c1C.O=S(=O)(Cl)c1ccccc1. (2) The reactants are: CC(C)(C)C[C@@H](CO)NC(=O)OC(C)(C)C.Cc1ccc(S(=O)(=O)Cl)cc1. Given the product Cc1ccc(S(=O)(=O)OC[C@H](CC(C)(C)C)NC(=O)OC(C)(C)C)cc1, predict the reactants needed to synthesize it. (3) Given the product O=C(c1ccc2nc(N3CC[C@@H](N4CCCCC4)C3)sc2c1)N1CCOCC1, predict the reactants needed to synthesize it. The reactants are: C1COCCN1.O=C(O)c1ccc2nc(N3CC[C@@H](N4CCCCC4)C3)sc2c1. (4) Given the product CN[C@H](CN1CC[C@H](O[Si](C)(C)C(C)(C)C)C1)c1cc(F)cc(C#N)c1, predict the reactants needed to synthesize it. The reactants are: CC(C)(C)[Si](C)(C)O[C@H]1CCN(C[C@@H](O)c2cc(F)cc(C#N)c2)C1.CN. (5) Given the product Cc1cc(C)nc(N2CC3CN(C(=O)c4nc(C)ccc4-c4ncccn4)CC3C2)n1, predict the reactants needed to synthesize it. The reactants are: Cc1cc(C)nc(N2CC3CNCC3C2)n1.Cc1ccc(-c2ncccn2)c(C(=O)O)n1. (6) The reactants are: CO.COc1ccc(C(=O)O)c2ccoc12. Given the product COC(=O)c1ccc(OC)c2occc12, predict the reactants needed to synthesize it. (7) The reactants are: Nc1cccc(-c2ccnc3c(C(=O)c4cccs4)cnn23)c1.O=C(Cl)c1ccncc1. Given the product O=C(Nc1cccc(-c2ccnc3c(C(=O)c4cccs4)cnn23)c1)c1ccncc1, predict the reactants needed to synthesize it. (8) Given the product O=C1N=C(Nc2c(Cl)cccc2Cl)S/C1=C\c1ccc([N+](=O)[O-])c(O)c1, predict the reactants needed to synthesize it. The reactants are: O=C1CSC(Nc2c(Cl)cccc2Cl)=N1.O=Cc1ccc([N+](=O)[O-])c(O)c1. (9) Given the product CC(=O)C=C1CCOCC1, predict the reactants needed to synthesize it. The reactants are: CCOP(=O)(CC(C)=O)OCC.O=C1CCOCC1.